From a dataset of Full USPTO retrosynthesis dataset with 1.9M reactions from patents (1976-2016). Predict the reactants needed to synthesize the given product. Given the product [CH2:1]([C:8]1[CH:12]=[C:11]([CH:13]2[CH2:14][CH2:15][N:16]([CH2:19][C@@H:20]3[C@@H:24]([C:25]4[CH:30]=[CH:29][CH:28]=[C:27]([F:31])[CH:26]=4)[CH2:23][N:22]([CH2:32][C:33]([CH3:46])([CH3:47])[C:34]([OH:36])=[O:35])[CH2:21]3)[CH2:17][CH2:18]2)[N:10]([CH2:48][CH3:49])[N:9]=1)[C:2]1[CH:7]=[CH:6][CH:5]=[CH:4][CH:3]=1, predict the reactants needed to synthesize it. The reactants are: [CH2:1]([C:8]1[CH:12]=[C:11]([CH:13]2[CH2:18][CH2:17][N:16]([CH2:19][C@@H:20]3[C@@H:24]([C:25]4[CH:30]=[CH:29][CH:28]=[C:27]([F:31])[CH:26]=4)[CH2:23][N:22]([CH2:32][C:33]([CH3:47])([CH3:46])[C:34]([O:36]CC4C=CC(OC)=CC=4)=[O:35])[CH2:21]3)[CH2:15][CH2:14]2)[N:10]([CH2:48][CH3:49])[N:9]=1)[C:2]1[CH:7]=[CH:6][CH:5]=[CH:4][CH:3]=1.